Dataset: Catalyst prediction with 721,799 reactions and 888 catalyst types from USPTO. Task: Predict which catalyst facilitates the given reaction. Reactant: [Cl:1][C:2]1[CH:7]=[C:6]2[NH:8][C:9](=[O:32])[C:10]3([CH:15]([C:16]4[CH:21]=[CH:20][CH:19]=[C:18]([Cl:22])[CH:17]=4)[CH2:14][C:13](=[O:23])[NH:12][CH:11]3[C:24]3[CH:29]=[C:28]([F:30])[CH:27]=[CH:26][C:25]=3[CH3:31])[C:5]2=[CH:4][CH:3]=1.[CH3:33][O:34][CH:35]([Si:37]([CH3:40])([CH3:39])[CH3:38])[CH3:36].[H-].[Li+].IC. Product: [Cl:1][C:2]1[CH:7]=[C:6]2[NH:8][C:9](=[O:32])[C:10]3([CH:15]([C:16]4[CH:21]=[CH:20][CH:19]=[C:18]([Cl:22])[CH:17]=4)[CH2:14][C:13](=[O:23])[N:12]([CH3:33])[CH:11]3[C:24]3[CH:29]=[C:28]([F:30])[CH:27]=[CH:26][C:25]=3[CH3:31])[C:5]2=[CH:4][CH:3]=1.[CH3:33][O:34][CH:35]([Si:37]([CH3:40])([CH3:39])[CH3:38])[CH3:36]. The catalyst class is: 9.